Dataset: Full USPTO retrosynthesis dataset with 1.9M reactions from patents (1976-2016). Task: Predict the reactants needed to synthesize the given product. Given the product [NH2:1][C:4]1[CH:5]=[CH:6][C:7]([CH2:8][CH:9]([P:16](=[O:21])([O:19][CH3:20])[O:17][CH3:18])[P:10](=[O:15])([O:13][CH3:14])[O:11][CH3:12])=[CH:22][CH:23]=1, predict the reactants needed to synthesize it. The reactants are: [N+:1]([C:4]1[CH:23]=[CH:22][C:7]([CH2:8][CH:9]([P:16](=[O:21])([O:19][CH3:20])[O:17][CH3:18])[P:10](=[O:15])([O:13][CH3:14])[O:11][CH3:12])=[CH:6][CH:5]=1)([O-])=O.